Dataset: NCI-60 drug combinations with 297,098 pairs across 59 cell lines. Task: Regression. Given two drug SMILES strings and cell line genomic features, predict the synergy score measuring deviation from expected non-interaction effect. (1) Drug 1: C1=CC(=CC=C1CC(C(=O)O)N)N(CCCl)CCCl.Cl. Drug 2: C1CNP(=O)(OC1)N(CCCl)CCCl. Cell line: SR. Synergy scores: CSS=42.3, Synergy_ZIP=-0.443, Synergy_Bliss=-0.818, Synergy_Loewe=-47.5, Synergy_HSA=-1.02. (2) Drug 1: CC12CCC(CC1=CCC3C2CCC4(C3CC=C4C5=CN=CC=C5)C)O. Drug 2: CC1OCC2C(O1)C(C(C(O2)OC3C4COC(=O)C4C(C5=CC6=C(C=C35)OCO6)C7=CC(=C(C(=C7)OC)O)OC)O)O. Cell line: RXF 393. Synergy scores: CSS=34.8, Synergy_ZIP=-1.43, Synergy_Bliss=4.54, Synergy_Loewe=6.52, Synergy_HSA=7.96. (3) Drug 1: C1=CC(=CC=C1CCCC(=O)O)N(CCCl)CCCl. Drug 2: CC1=C(C=C(C=C1)C(=O)NC2=CC(=CC(=C2)C(F)(F)F)N3C=C(N=C3)C)NC4=NC=CC(=N4)C5=CN=CC=C5. Cell line: BT-549. Synergy scores: CSS=4.18, Synergy_ZIP=-6.63, Synergy_Bliss=-3.89, Synergy_Loewe=-9.72, Synergy_HSA=-9.21. (4) Drug 1: COC1=CC(=CC(=C1O)OC)C2C3C(COC3=O)C(C4=CC5=C(C=C24)OCO5)OC6C(C(C7C(O6)COC(O7)C8=CC=CS8)O)O. Drug 2: CN(C)C1=NC(=NC(=N1)N(C)C)N(C)C. Cell line: MDA-MB-435. Synergy scores: CSS=5.43, Synergy_ZIP=-1.28, Synergy_Bliss=-0.807, Synergy_Loewe=-16.9, Synergy_HSA=-5.66. (5) Drug 1: CNC(=O)C1=CC=CC=C1SC2=CC3=C(C=C2)C(=NN3)C=CC4=CC=CC=N4. Drug 2: CN(CC1=CN=C2C(=N1)C(=NC(=N2)N)N)C3=CC=C(C=C3)C(=O)NC(CCC(=O)O)C(=O)O. Cell line: CAKI-1. Synergy scores: CSS=15.2, Synergy_ZIP=-7.33, Synergy_Bliss=-3.24, Synergy_Loewe=-2.73, Synergy_HSA=-1.89.